This data is from Full USPTO retrosynthesis dataset with 1.9M reactions from patents (1976-2016). The task is: Predict the reactants needed to synthesize the given product. (1) Given the product [Br:1][C:2]1[C:3]([C:14]2[O:25][C:18]([C:19]3[CH:20]=[CH:21][N:22]=[CH:23][CH:24]=3)=[N:17][N:16]=2)=[CH:4][C:5]([NH:8][C:9]([NH:11][CH2:12][CH3:13])=[O:10])=[N:6][CH:7]=1, predict the reactants needed to synthesize it. The reactants are: [Br:1][C:2]1[C:3]([C:14]([NH:16][NH:17][C:18](=[O:25])[C:19]2[CH:24]=[CH:23][N:22]=[CH:21][CH:20]=2)=O)=[CH:4][C:5]([NH:8][C:9]([NH:11][CH2:12][CH3:13])=[O:10])=[N:6][CH:7]=1.C1(P(C2C=CC=CC=2)C2C=CC=CC=2)C=CC=CC=1.C(N(CC)CC)C.C(Br)(Br)(Br)Br. (2) Given the product [ClH:1].[F:26][C:27]1[CH:28]=[C:29]([C:2]2[CH:7]=[CH:6][N:5]=[C:4]3[NH:8][C:9]([C:11]4[CH:16]=[CH:15][C:14]([C:17]([N:19]5[CH2:24][CH2:23][N:22]([CH3:25])[CH2:21][CH2:20]5)=[O:18])=[CH:13][CH:12]=4)=[N:10][C:3]=23)[CH:30]=[CH:31][C:32]=1[O:33][CH3:34], predict the reactants needed to synthesize it. The reactants are: [Cl:1][C:2]1[CH:7]=[CH:6][N:5]=[C:4]2[NH:8][C:9]([C:11]3[CH:16]=[CH:15][C:14]([C:17]([N:19]4[CH2:24][CH2:23][N:22]([CH3:25])[CH2:21][CH2:20]4)=[O:18])=[CH:13][CH:12]=3)=[N:10][C:3]=12.[F:26][C:27]1[CH:28]=[C:29](B(O)O)[CH:30]=[CH:31][C:32]=1[O:33][CH3:34].C(=O)([O-])[O-].[Na+].[Na+].Cl. (3) Given the product [C:11]1([C:14]2[CH:19]=[CH:18][CH:17]=[CH:16][CH:15]=2)[CH:12]=[CH:13][C:8]([N:7]([C:63]2[CH:64]=[CH:65][C:60]([C:59]3[CH:54]=[CH:55][CH:56]=[CH:57][CH:58]=3)=[CH:61][CH:62]=2)[C:4]2[CH:3]=[CH:2][C:1]([C:20]3[C:21]4[C:34]5[C:33](=[CH:38][CH:37]=[CH:36][CH:35]=5)[C:32]([C:31]5[CH:39]=[CH:27][CH:28]=[CH:29][CH:30]=5)([C:40]5[CH:41]=[CH:42][CH:43]=[CH:44][CH:45]=5)[C:22]=4[CH:23]=[CH:24][CH:25]=3)=[CH:6][CH:5]=2)=[CH:9][CH:10]=1, predict the reactants needed to synthesize it. The reactants are: [C:1]1([C:20]2[CH:25]=[CH:24][CH:23]=[CH:22][CH:21]=2)[CH:6]=[CH:5][C:4]([NH:7][C:8]2[CH:13]=[CH:12][C:11]([C:14]3[CH:19]=[CH:18][CH:17]=[CH:16][CH:15]=3)=[CH:10][CH:9]=2)=[CH:3][CH:2]=1.Cl[C:27]1[C:39]2[C:38]3[C:33](=[CH:34][CH:35]=[CH:36][CH:37]=3)[C:32](C3C=CC=CC=3)([C:40]3[CH:45]=[CH:44][CH:43]=[CH:42][CH:41]=3)[C:31]=2[CH:30]=[CH:29][CH:28]=1.CO[C:54]1[CH:55]=[CH:56][CH:57]=[C:58](OC)[C:59]=1[C:60]1[CH:61]=[CH:62][CH:63]=[CH:64][C:65]=1P(C1CCCCC1)C1CCCCC1.CC(C)([O-])C.[Na+].